This data is from Forward reaction prediction with 1.9M reactions from USPTO patents (1976-2016). The task is: Predict the product of the given reaction. Given the reactants [N:1]1[C:10]2[C:5](=[CH:6][CH:7]=[CH:8][CH:9]=2)[C:4]([N:11]2[CH2:17][C:16]3[CH:18]=[C:19]([C:22]4[CH:31]=[CH:30][C:25]5[NH:26][C:27](=[S:29])[NH:28][C:24]=5[CH:23]=4)[CH:20]=[CH:21][C:15]=3[O:14][CH2:13][CH2:12]2)=[CH:3][CH:2]=1.[C:32](=O)([O-])[O-].[K+].[K+].CI.C(OCC)(=O)C, predict the reaction product. The product is: [CH3:32][S:29][C:27]1[NH:28][C:24]2[CH:23]=[C:22]([C:19]3[CH:20]=[CH:21][C:15]4[O:14][CH2:13][CH2:12][N:11]([C:4]5[C:5]6[C:10](=[CH:9][CH:8]=[CH:7][CH:6]=6)[N:1]=[CH:2][CH:3]=5)[CH2:17][C:16]=4[CH:18]=3)[CH:31]=[CH:30][C:25]=2[N:26]=1.